Dataset: Reaction yield outcomes from USPTO patents with 853,638 reactions. Task: Predict the reaction yield, written as a fraction of the theoretical maximum amount of product (1.0 means a 100% yield; for example, 0.34 means a 34% yield). The reactants are Br[C:2]1[C:3]2[N:4]([C:8](=[O:23])[N:9]([CH2:11][CH2:12][C:13]3[CH:22]=[CH:21][C:20]4[C:15](=[CH:16][CH:17]=[CH:18][CH:19]=4)[N:14]=3)[N:10]=2)[CH:5]=[CH:6][CH:7]=1.N#N.C([Sn](CCCC)(CCCC)[C:31]1[O:32][CH:33]=[CH:34][N:35]=1)CCC. The catalyst is C1COCC1.C1C=CC([P]([Pd]([P](C2C=CC=CC=2)(C2C=CC=CC=2)C2C=CC=CC=2)([P](C2C=CC=CC=2)(C2C=CC=CC=2)C2C=CC=CC=2)[P](C2C=CC=CC=2)(C2C=CC=CC=2)C2C=CC=CC=2)(C2C=CC=CC=2)C2C=CC=CC=2)=CC=1. The product is [O:32]1[CH:33]=[CH:34][N:35]=[C:31]1[C:2]1[C:3]2[N:4]([C:8](=[O:23])[N:9]([CH2:11][CH2:12][C:13]3[CH:22]=[CH:21][C:20]4[C:15](=[CH:16][CH:17]=[CH:18][CH:19]=4)[N:14]=3)[N:10]=2)[CH:5]=[CH:6][CH:7]=1. The yield is 0.160.